From a dataset of Full USPTO retrosynthesis dataset with 1.9M reactions from patents (1976-2016). Predict the reactants needed to synthesize the given product. (1) Given the product [O:21]1[C:22]2[CH:28]=[CH:27][CH:26]=[CH:25][C:23]=2[CH:24]=[C:20]1[CH2:19][N:16]1[CH:11]([C:4]2[C:5]([O:9][CH3:10])=[CH:6][CH:7]=[CH:8][C:3]=2[O:2][CH3:1])[CH2:12][CH2:13][CH2:14][C:15]1=[O:17], predict the reactants needed to synthesize it. The reactants are: [CH3:1][O:2][C:3]1[CH:8]=[CH:7][CH:6]=[C:5]([O:9][CH3:10])[C:4]=1[CH:11]1[NH:16][C:15](=[O:17])[CH2:14][CH2:13][CH2:12]1.Br[CH2:19][C:20]1[O:21][C:22]2[CH:28]=[CH:27][CH:26]=[CH:25][C:23]=2[CH:24]=1. (2) Given the product [CH3:1][C@H:2]1[C@H:7]([O:8][C:9]2[CH:14]=[CH:13][C:12]([C:15]([F:18])([F:16])[F:17])=[CH:11][N:10]=2)[CH2:6][CH2:5][CH2:4][N:3]1[C:52]([C:25]1[C:27]([N:44]2[N:36]=[CH:37][CH:38]=[N:43]2)=[CH:57][CH:24]=[C:22]([CH3:23])[N:21]=1)=[O:55], predict the reactants needed to synthesize it. The reactants are: [CH3:1][C@H:2]1[C@H:7]([O:8][C:9]2[CH:14]=[CH:13][C:12]([C:15]([F:18])([F:17])[F:16])=[CH:11][N:10]=2)[CH2:6][CH2:5][CH2:4][NH:3]1.CC[N:21]([CH:25]([CH3:27])C)[CH:22]([CH3:24])[CH3:23].CN(C(O[N:36]1[N:44]=[N:43][C:38]2C=CC=C[C:37]1=2)=[N+](C)C)C.F[P-](F)(F)(F)(F)F.[C:52]([O-:55])(O)=O.[Na+].[CH3:57]N(C=O)C. (3) The reactants are: P([O:5][C:6]([C@@:9]1([O:32][C:33]2[CH:38]=[C:37]([F:39])[C:36]([F:40])=[C:35]([F:41])[CH:34]=2)[CH2:14][CH2:13][CH2:12][N:11]2[C:15]([C:18]3[CH:23]=[CH:22][C:21]([N:24]4[CH:28]=[C:27]([CH3:29])[N:26]=[CH:25]4)=[C:20]([O:30][CH3:31])[N:19]=3)=[N:16][N:17]=[C:10]12)([CH3:8])[CH3:7])(O)(O)=O. Given the product [CH3:31][O:30][C:20]1[N:19]=[C:18]([C:15]2[N:11]3[CH2:12][CH2:13][CH2:14][C@@:9]([C:6]([OH:5])([CH3:8])[CH3:7])([O:32][C:33]4[CH:38]=[C:37]([F:39])[C:36]([F:40])=[C:35]([F:41])[CH:34]=4)[C:10]3=[N:17][N:16]=2)[CH:23]=[CH:22][C:21]=1[N:24]1[CH:28]=[C:27]([CH3:29])[N:26]=[CH:25]1, predict the reactants needed to synthesize it. (4) Given the product [CH2:1]([N:8]1[CH2:9][C:10]([CH3:18])([CH3:19])[O:11][CH2:12][CH:13]1[C:14]([OH:17])([CH3:16])[CH3:15])[C:2]1[CH:3]=[CH:4][CH:5]=[CH:6][CH:7]=1, predict the reactants needed to synthesize it. The reactants are: [CH2:1]([N:8]1[CH:13]([C:14]([OH:17])([CH3:16])[CH3:15])[CH2:12][O:11][C:10]([CH3:19])([CH3:18])[C:9]1=O)[C:2]1[CH:7]=[CH:6][CH:5]=[CH:4][CH:3]=1. (5) Given the product [NH2:24][C:14]1[CH:15]=[CH:16][C:17]([C:19]2[S:20][CH:21]=[CH:22][CH:23]=2)=[CH:18][C:13]=1[NH:12][C:11](=[O:25])[C:7]1[CH:8]=[CH:9][CH:10]=[C:5]([OH:4])[CH:6]=1, predict the reactants needed to synthesize it. The reactants are: C([O:4][C:5]1[CH:10]=[CH:9][CH:8]=[C:7]([C:11](=[O:25])[NH:12][C:13]2[CH:18]=[C:17]([C:19]3[S:20][CH:21]=[CH:22][CH:23]=3)[CH:16]=[CH:15][C:14]=2[NH2:24])[CH:6]=1)(=O)C.C(N(CC)CC)C. (6) Given the product [Cl:31][CH2:1][C:2]1[C:3]([C:8]([O:10][CH3:11])=[O:9])=[N:4][CH:5]=[CH:6][N:7]=1, predict the reactants needed to synthesize it. The reactants are: [CH3:1][C:2]1[C:3]([C:8]([O:10][CH3:11])=[O:9])=[N:4][CH:5]=[CH:6][N:7]=1.C(OOC(=O)C1C=CC=CC=1)(=O)C1C=CC=CC=1.C(Cl)(Cl)[Cl:31]. (7) Given the product [Br:1][C:2]1[CH:7]=[CH:6][C:5]([C:10]([CH3:12])([CH3:11])[CH3:9])=[C:4]([OH:8])[CH:3]=1, predict the reactants needed to synthesize it. The reactants are: [Br:1][C:2]1[CH:3]=[C:4]([OH:8])[CH:5]=[CH:6][CH:7]=1.[CH3:9][C:10](O)([CH3:12])[CH3:11].S(=O)(=O)(O)O.C([O-])(O)=O.[Na+]. (8) Given the product [Br:30][C:28]1[CH:29]=[C:24]([NH:1][C:2]2[N:7]=[CH:6][C:5]([N:8]3[CH2:13][CH2:12][N:11]([C:14]([O:16][C:17]([CH3:18])([CH3:20])[CH3:19])=[O:15])[CH2:10][C@@H:9]3[CH2:21][CH3:22])=[CH:4][CH:3]=2)[C:25](=[O:32])[N:26]([CH3:31])[CH:27]=1, predict the reactants needed to synthesize it. The reactants are: [NH2:1][C:2]1[N:7]=[CH:6][C:5]([N:8]2[CH2:13][CH2:12][N:11]([C:14]([O:16][C:17]([CH3:20])([CH3:19])[CH3:18])=[O:15])[CH2:10][C@@H:9]2[CH2:21][CH3:22])=[CH:4][CH:3]=1.Br[C:24]1[C:25](=[O:32])[N:26]([CH3:31])[CH:27]=[C:28]([Br:30])[CH:29]=1.CC1(C)C2C(=C(P(C3C=CC=CC=3)C3C=CC=CC=3)C=CC=2)OC2C(P(C3C=CC=CC=3)C3C=CC=CC=3)=CC=CC1=2.C(=O)([O-])[O-].[Cs+].[Cs+]. (9) Given the product [CH:1]1([N:5]2[CH2:11][CH2:10][C:9]3[CH:12]=[C:13]([CH2:16][C:17]([Cl:26])=[O:19])[CH:14]=[CH:15][C:8]=3[CH2:7][CH2:6]2)[CH2:4][CH2:3][CH2:2]1, predict the reactants needed to synthesize it. The reactants are: [CH:1]1([N:5]2[CH2:11][CH2:10][C:9]3[CH:12]=[C:13]([CH2:16][C:17]([O:19]CC)=O)[CH:14]=[CH:15][C:8]=3[CH2:7][CH2:6]2)[CH2:4][CH2:3][CH2:2]1.[OH-].[Li+].S(Cl)([Cl:26])=O.